Dataset: TCR-epitope binding with 47,182 pairs between 192 epitopes and 23,139 TCRs. Task: Binary Classification. Given a T-cell receptor sequence (or CDR3 region) and an epitope sequence, predict whether binding occurs between them. (1) The epitope is GPGHKARVL. The TCR CDR3 sequence is CAGTGTAYGYTF. Result: 0 (the TCR does not bind to the epitope). (2) The epitope is LEPLVDLPI. The TCR CDR3 sequence is CASSQGWWTSGGGELFF. Result: 1 (the TCR binds to the epitope). (3) The epitope is SEVGPEHSLAEY. The TCR CDR3 sequence is CASSQVGGRETQYF. Result: 0 (the TCR does not bind to the epitope). (4) The epitope is YLNTLTLAV. The TCR CDR3 sequence is CASSYLGQIQETQYF. Result: 1 (the TCR binds to the epitope).